From a dataset of Full USPTO retrosynthesis dataset with 1.9M reactions from patents (1976-2016). Predict the reactants needed to synthesize the given product. (1) Given the product [ClH:3].[ClH:1].[C:32]1([CH:42]=[C:11]2[CH2:10][CH2:7][CH2:6][N:28]=[C:12]2[C:13]2[CH:15]=[C:16]3[C:17](=[CH:22][CH:23]=2)[N:18]=[CH:19][CH:20]=[CH:21]3)[C:41]2[C:36](=[CH:37][CH:38]=[CH:39][CH:40]=2)[CH:35]=[CH:34][CH:33]=1, predict the reactants needed to synthesize it. The reactants are: [ClH:1].Cl.[Cl:3]C1C=C[C:7]([C:10]2O[C:13]([CH:15]=[C:16]3[CH2:21][CH2:20][CH2:19][N:18]=[C:17]3[C:22]3[CH:23]=NC=CC=3)=[CH:12][CH:11]=2)=[C:6]([N+:28]([O-])=O)C=1.Cl.[C:32]1([CH:42]=O)[C:41]2[C:36](=[CH:37][CH:38]=[CH:39][CH:40]=2)[CH:35]=[CH:34][CH:33]=1. (2) Given the product [CH3:14][O:13][C:11](=[O:12])[C:10]1[CH:15]=[CH:16][C:7]([NH:6][CH3:1])=[CH:8][C:9]=1[O:17][CH3:18], predict the reactants needed to synthesize it. The reactants are: [CH3:1][O-].[Na+].C=O.[NH2:6][C:7]1[CH:16]=[CH:15][C:10]([C:11]([O:13][CH3:14])=[O:12])=[C:9]([O:17][CH3:18])[CH:8]=1.[BH4-].[Na+]. (3) The reactants are: [O:1]1[C:5]2[CH:6]=[CH:7][CH:8]=[CH:9][C:4]=2[CH:3]=[C:2]1[C:10]([C:12]1[S:13][C:14]2[CH:20]=[CH:19][CH:18]=[CH:17][C:15]=2[N:16]=1)=O.[NH2:21][CH:22]1[CH2:27][CH2:26][N:25]([CH3:28])[CH2:24][CH2:23]1. Given the product [O:1]1[C:5]2[CH:6]=[CH:7][CH:8]=[CH:9][C:4]=2[CH:3]=[C:2]1[C:10](=[N:21][CH:22]1[CH2:27][CH2:26][N:25]([CH3:28])[CH2:24][CH2:23]1)[C:12]1[S:13][C:14]2[CH:20]=[CH:19][CH:18]=[CH:17][C:15]=2[N:16]=1, predict the reactants needed to synthesize it.